This data is from Full USPTO retrosynthesis dataset with 1.9M reactions from patents (1976-2016). The task is: Predict the reactants needed to synthesize the given product. (1) Given the product [OH:26][CH2:25][C:24]([NH:23][C:2]1[C:3]([CH3:22])=[N:4][C:5]2[C:10]([N:11]=1)=[C:9]([C:12]1[NH:20][C:19]3[CH2:18][CH2:17][NH:16][C:15](=[O:21])[C:14]=3[CH:13]=1)[CH:8]=[CH:7][CH:6]=2)([CH3:28])[CH3:27], predict the reactants needed to synthesize it. The reactants are: F[C:2]1[C:3]([CH3:22])=[N:4][C:5]2[C:10]([N:11]=1)=[C:9]([C:12]1[NH:20][C:19]3[CH2:18][CH2:17][NH:16][C:15](=[O:21])[C:14]=3[CH:13]=1)[CH:8]=[CH:7][CH:6]=2.[NH2:23][C:24]([CH3:28])([CH3:27])[CH2:25][OH:26]. (2) Given the product [Br:14][C:15]1[CH:16]=[CH:17][C:18]([C:21]2[NH:25][C:24]3[CH:26]=[C:27]([CH:41]4[CH2:45][CH2:44][CH2:43][N:42]4[C:1](=[O:3])[CH3:2])[C:28]([O:30][C:31]4[CH:36]=[CH:35][C:34]([S:37]([CH3:40])(=[O:38])=[O:39])=[CH:33][CH:32]=4)=[CH:29][C:23]=3[N:22]=2)=[N:19][CH:20]=1, predict the reactants needed to synthesize it. The reactants are: [C:1](OC(=O)C)(=[O:3])[CH3:2].N1C=CC=CC=1.[Br:14][C:15]1[CH:16]=[CH:17][C:18]([C:21]2[NH:25][C:24]3[CH:26]=[C:27]([CH:41]4[CH2:45][CH2:44][CH2:43][NH:42]4)[C:28]([O:30][C:31]4[CH:36]=[CH:35][C:34]([S:37]([CH3:40])(=[O:39])=[O:38])=[CH:33][CH:32]=4)=[CH:29][C:23]=3[N:22]=2)=[N:19][CH:20]=1. (3) Given the product [Br:47][C:48]1[CH:49]=[N:50][C:51]([N:54]2[C:62]3[C:57](=[CH:58][CH:59]=[C:60]([C:63]([N:43]4[CH2:44][CH2:45][C@@H:41]([NH:40][C:39](=[O:46])[O:38][C:34]([CH3:37])([CH3:35])[CH3:36])[CH2:42]4)=[O:64])[CH:61]=3)[C:56]([S:66][CH3:67])=[CH:55]2)=[N:52][CH:53]=1, predict the reactants needed to synthesize it. The reactants are: CN(C(ON1N=NC2C=CC=NC1=2)=[N+](C)C)C.F[P-](F)(F)(F)(F)F.C(N(C(C)C)CC)(C)C.[C:34]([O:38][C:39](=[O:46])[NH:40][C@@H:41]1[CH2:45][CH2:44][NH:43][CH2:42]1)([CH3:37])([CH3:36])[CH3:35].[Br:47][C:48]1[CH:49]=[N:50][C:51]([N:54]2[C:62]3[C:57](=[CH:58][CH:59]=[C:60]([C:63](O)=[O:64])[CH:61]=3)[C:56]([S:66][CH3:67])=[CH:55]2)=[N:52][CH:53]=1. (4) Given the product [OH:1][C@@:2]1([CH2:9][NH:10][C:11]([C:13]2[C:14]3[CH:15]=[CH:16][C:17]([N:38]4[CH2:39][CH2:40][C@H:36]([N:35]([CH3:41])[CH3:34])[CH2:37]4)=[N:18][C:19]=3[CH:20]=[CH:21][C:22]=2[Cl:23])=[O:12])[CH2:7][CH2:6][CH2:5][C@H:4]([CH3:8])[CH2:3]1, predict the reactants needed to synthesize it. The reactants are: [OH:1][C@@:2]1([CH2:9][NH:10][C:11]([C:13]2[C:14]3[CH:15]=[CH:16][C:17](Cl)=[N:18][C:19]=3[CH:20]=[CH:21][C:22]=2[Cl:23])=[O:12])[CH2:7][CH2:6][CH2:5][C@H:4]([CH3:8])[CH2:3]1.CCN(C(C)C)C(C)C.[CH3:34][N:35]([CH3:41])[C@H:36]1[CH2:40][CH2:39][NH:38][CH2:37]1. (5) Given the product [CH3:11][C:12]1[C:20]2[C:15](=[CH:16][C:17]([CH:21]=[O:22])=[CH:18][CH:19]=2)[N:14]([CH2:23][CH2:24][CH2:25][C:26]2[CH:27]=[CH:28][CH:29]=[CH:30][CH:31]=2)[CH:13]=1, predict the reactants needed to synthesize it. The reactants are: CS(C)=O.C(Cl)(=O)C(Cl)=O.[CH3:11][C:12]1[C:20]2[C:15](=[CH:16][C:17]([CH2:21][OH:22])=[CH:18][CH:19]=2)[N:14]([CH2:23][CH2:24][CH2:25][C:26]2[CH:31]=[CH:30][CH:29]=[CH:28][CH:27]=2)[CH:13]=1.C(N(CC)CC)C. (6) Given the product [F:7][C:6]([F:8])([F:9])[C:5]([C:10]1[CH:15]=[C:14]([C:16]([CH3:18])([CH3:17])[CH3:19])[CH:13]=[C:12]([C:20]([CH3:22])([CH3:21])[CH3:23])[C:11]=1[O:24][CH2:25][CH3:26])=[CH:4][CH2:3][OH:2], predict the reactants needed to synthesize it. The reactants are: C[O:2][C:3](=O)[CH:4]=[C:5]([C:10]1[CH:15]=[C:14]([C:16]([CH3:19])([CH3:18])[CH3:17])[CH:13]=[C:12]([C:20]([CH3:23])([CH3:22])[CH3:21])[C:11]=1[O:24][CH2:25][CH3:26])[C:6]([F:9])([F:8])[F:7].[H-].C([Al+]CC(C)C)C(C)C. (7) Given the product [Cl:18][C:15]1[CH:16]=[CH:17][C:12]([S:9]([N:8]([C:7]2[C:2]([CH:35]([C:34]3[C:37]([O:41][CH3:42])=[CH:38][CH:39]=[CH:40][C:33]=3[F:32])[OH:36])=[N:3][CH:4]=[C:5]([CH3:26])[CH:6]=2)[CH2:23][O:24][CH3:25])(=[O:11])=[O:10])=[CH:13][C:14]=1[C:19]([F:22])([F:21])[F:20], predict the reactants needed to synthesize it. The reactants are: Br[C:2]1[C:7]([N:8]([CH2:23][O:24][CH3:25])[S:9]([C:12]2[CH:17]=[CH:16][C:15]([Cl:18])=[C:14]([C:19]([F:22])([F:21])[F:20])[CH:13]=2)(=[O:11])=[O:10])=[CH:6][C:5]([CH3:26])=[CH:4][N:3]=1.C([Mg]Cl)(C)C.[F:32][C:33]1[CH:40]=[CH:39][CH:38]=[C:37]([O:41][CH3:42])[C:34]=1[CH:35]=[O:36]. (8) Given the product [CH3:26][C:3]1[N:4]=[C:5]([N:8]2[CH2:12][CH2:11][C:10]([C:17]3[CH:22]=[C:21]([Cl:23])[C:20]([Cl:24])=[C:19]([Cl:25])[CH:18]=3)([C:13]([F:15])([F:14])[F:16])[CH2:9]2)[CH:6]=[CH:7][C:2]=1[C:28]#[N:29], predict the reactants needed to synthesize it. The reactants are: Br[C:2]1[C:3]([CH3:26])=[N:4][C:5]([N:8]2[CH2:12][CH2:11][C:10]([C:17]3[CH:22]=[C:21]([Cl:23])[C:20]([Cl:24])=[C:19]([Cl:25])[CH:18]=3)([C:13]([F:16])([F:15])[F:14])[CH2:9]2)=[CH:6][CH:7]=1.[Cu](C#N)[C:28]#[N:29].CN1CCCC1=O. (9) Given the product [NH2:13][C:8]1[C:7]2[C:6]3[C:5](=[N:30][N:29]([CH2:31][C:32]4[C:37]([CH3:38])=[C:36]([O:39][CH3:40])[C:35]([CH3:41])=[CH:34][N:33]=4)[N:28]=2)[CH:4]=[C:3]([CH2:2][NH:1][C:48](=[O:50])[CH3:49])[C:12]=3[CH2:11][S:10][N:9]=1, predict the reactants needed to synthesize it. The reactants are: [NH2:1][CH2:2][C:3]1[C:12]2[CH2:11][S:10][N:9]=[C:8]([N:13](C(OC(C)(C)C)=O)C(OC(C)(C)C)=O)[C:7]3=[N:28][N:29]([CH2:31][C:32]4[C:37]([CH3:38])=[C:36]([O:39][CH3:40])[C:35]([CH3:41])=[CH:34][N:33]=4)[N:30]=[C:5]([C:6]=23)[CH:4]=1.N1C=CC=CC=1.[C:48](OC(=O)C)(=[O:50])[CH3:49]. (10) Given the product [Cl:1][C:2]1[C:7]([S:8]([N:11]2[CH2:12][C@H:13]3[O:18][C@H:16]([CH2:15][CH2:14]3)[CH2:17]2)(=[O:10])=[O:9])=[CH:6][C:5]([C:19]2[N:20]([C:40]([N:47]3[CH2:52][CH2:51][CH:50]([CH2:53][C:54]([NH2:56])=[O:55])[CH2:49][CH2:48]3)=[O:41])[C@@:21]([C:33]3[CH:34]=[CH:35][C:36]([Cl:39])=[CH:37][CH:38]=3)([CH3:32])[C@@:22]([C:25]3[CH:30]=[CH:29][C:28]([Cl:31])=[CH:27][CH:26]=3)([CH3:24])[N:23]=2)=[C:4]([O:43][CH:44]([CH3:46])[CH3:45])[CH:3]=1, predict the reactants needed to synthesize it. The reactants are: [Cl:1][C:2]1[C:7]([S:8]([N:11]2[CH2:17][C@H:16]3[O:18][C@H:13]([CH2:14][CH2:15]3)[CH2:12]2)(=[O:10])=[O:9])=[CH:6][C:5]([C:19]2[N:20]([C:40](Cl)=[O:41])[C:21]([C:33]3[CH:38]=[CH:37][C:36]([Cl:39])=[CH:35][CH:34]=3)([CH3:32])[C:22]([C:25]3[CH:30]=[CH:29][C:28]([Cl:31])=[CH:27][CH:26]=3)([CH3:24])[N:23]=2)=[C:4]([O:43][CH:44]([CH3:46])[CH3:45])[CH:3]=1.[NH:47]1[CH2:52][CH2:51][CH:50]([CH2:53][C:54]([NH2:56])=[O:55])[CH2:49][CH2:48]1.